This data is from Forward reaction prediction with 1.9M reactions from USPTO patents (1976-2016). The task is: Predict the product of the given reaction. (1) Given the reactants [Cl:1][C:2]1[CH:7]=[CH:6][C:5]([C:8]2[N:12]=[C:11]([CH2:13]O)[S:10][N:9]=2)=[CH:4][CH:3]=1.P(Br)(Br)[Br:16].O, predict the reaction product. The product is: [Br:16][CH2:13][C:11]1[S:10][N:9]=[C:8]([C:5]2[CH:6]=[CH:7][C:2]([Cl:1])=[CH:3][CH:4]=2)[N:12]=1. (2) Given the reactants CO.Cl.Cl.Cl.[CH2:6]([NH:13][C:14]([NH:16][C:17]([NH:19][CH2:20][CH2:21][CH2:22][CH2:23][CH2:24][CH2:25][CH2:26][CH2:27][CH3:28])=[NH:18])=[NH:15])[C:7]1[CH:12]=[CH:11][CH:10]=[CH:9][CH:8]=1.[C:29]([OH:34])(=[O:33])[C:30]([OH:32])=[O:31].[CH3:35][C:36]([CH3:38])=O, predict the reaction product. The product is: [C:29]([OH:34])(=[O:33])[C:30]([OH:32])=[O:31].[CH3:35][C:36]1([CH3:38])[N:15]=[C:14]([NH:13][CH2:6][C:7]2[CH:8]=[CH:9][CH:10]=[CH:11][CH:12]=2)[NH:16][C:17]([NH:19][CH2:20][CH2:21][CH2:22][CH2:23][CH2:24][CH2:25][CH2:26][CH2:27][CH2:28][CH2:29][CH3:30])=[N:18]1. (3) Given the reactants [C:1]([C:3]1([CH2:16][CH:17]([CH3:19])[CH3:18])[CH2:8][CH2:7][N:6](C(OC(C)(C)C)=O)[CH2:5][CH2:4]1)#[N:2].[ClH:20].O1CCOCC1, predict the reaction product. The product is: [Cl-:20].[C:1]([C:3]1([CH2:16][CH:17]([CH3:19])[CH3:18])[CH2:8][CH2:7][NH2+:6][CH2:5][CH2:4]1)#[N:2].[ClH:20]. (4) Given the reactants [Cl:1][C:2]1[C:3]([C:10]([OH:12])=O)=[N:4][N:5]([CH:7]([F:9])[F:8])[CH:6]=1.Cl.[CH3:14][NH:15][O:16][CH3:17].CN1CCOCC1.Cl.C(N=C=NCCCN(C)C)C.Cl, predict the reaction product. The product is: [CH3:17][O:16][N:15]([CH3:14])[C:10]([C:3]1[C:2]([Cl:1])=[CH:6][N:5]([CH:7]([F:9])[F:8])[N:4]=1)=[O:12]. (5) Given the reactants Br[CH2:2][C:3]([C:5]1[CH:6]=[CH:7][C:8]([OH:16])=[C:9]([NH:11][S:12]([CH3:15])(=[O:14])=[O:13])[CH:10]=1)=[O:4].CCN(C(C)C)C(C)C.[CH:26]1[CH:31]=[CH:30][C:29]([C@H:32]([NH2:35])[CH2:33][OH:34])=[CH:28][CH:27]=1, predict the reaction product. The product is: [OH:16][C:8]1[CH:7]=[CH:6][C:5]([C@@H:3]([OH:4])[CH2:2][NH:35][C@@H:32]([C:29]2[CH:30]=[CH:31][CH:26]=[CH:27][CH:28]=2)[CH2:33][OH:34])=[CH:10][C:9]=1[NH:11][S:12]([CH3:15])(=[O:14])=[O:13]. (6) Given the reactants Br[C:2]1[CH:11]=[CH:10][C:9]2[N:8]=[CH:7][C:6]3[N:12]([CH3:23])[C:13](=[O:22])[N:14]([C:15]4[C:16]([CH3:21])=[N:17][N:18]([CH3:20])[CH:19]=4)[C:5]=3[C:4]=2[CH:3]=1.[CH3:24][O:25][C:26]1[C:31]([N+:32]([O-:34])=[O:33])=[CH:30][C:29](B2OC(C)(C)C(C)(C)O2)=[CH:28][N:27]=1, predict the reaction product. The product is: [CH3:20][N:18]1[CH:19]=[C:15]([N:14]2[C:5]3[C:4]4[CH:3]=[C:2]([C:29]5[CH:28]=[N:27][C:26]([O:25][CH3:24])=[C:31]([N+:32]([O-:34])=[O:33])[CH:30]=5)[CH:11]=[CH:10][C:9]=4[N:8]=[CH:7][C:6]=3[N:12]([CH3:23])[C:13]2=[O:22])[C:16]([CH3:21])=[N:17]1.